From a dataset of Catalyst prediction with 721,799 reactions and 888 catalyst types from USPTO. Predict which catalyst facilitates the given reaction. (1) Reactant: [Cl:1][C:2]1[CH:16]=[CH:15][C:5]([CH2:6][CH2:7][N:8]2[CH2:13][CH2:12][NH:11][C:10](=[O:14])[CH2:9]2)=[CH:4][CH:3]=1.Br[C:18]1[CH:19]=[CH:20][C:21]2[C:22]3[CH2:32][CH2:31][N:30]([C:33]([O:35][C:36]([CH3:39])([CH3:38])[CH3:37])=[O:34])[CH2:29][CH2:28][C:23]=3[N:24]([CH3:27])[C:25]=2[CH:26]=1.C([O-])([O-])=O.[Cs+].[Cs+].CN[C@@H]1CCCC[C@H]1NC. Product: [Cl:1][C:2]1[CH:3]=[CH:4][C:5]([CH2:6][CH2:7][N:8]2[CH2:13][CH2:12][N:11]([C:18]3[CH:19]=[CH:20][C:21]4[C:22]5[CH2:32][CH2:31][N:30]([C:33]([O:35][C:36]([CH3:39])([CH3:38])[CH3:37])=[O:34])[CH2:29][CH2:28][C:23]=5[N:24]([CH3:27])[C:25]=4[CH:26]=3)[C:10](=[O:14])[CH2:9]2)=[CH:15][CH:16]=1. The catalyst class is: 185. (2) Reactant: [CH3:1][O:2][C:3](=[O:18])[CH2:4][CH:5]1[CH2:10][CH2:9][N:8]([C:11]([O:13][C:14]([CH3:17])([CH3:16])[CH3:15])=[O:12])[CH2:7][CH2:6]1.C1(C)C=CC=CC=1.[N+:26]([C:29]1[CH:36]=[CH:35][CH:34]=[CH:33][C:30]=1[CH2:31]Br)([O-:28])=[O:27]. Product: [CH3:1][O:2][C:3](=[O:18])[CH:4]([CH:5]1[CH2:6][CH2:7][N:8]([C:11]([O:13][C:14]([CH3:15])([CH3:17])[CH3:16])=[O:12])[CH2:9][CH2:10]1)[CH2:31][C:30]1[CH:33]=[CH:34][CH:35]=[CH:36][C:29]=1[N+:26]([O-:28])=[O:27]. The catalyst class is: 7. (3) Reactant: [C:1]([O:5][C:6](=[O:14])[NH:7][C:8]1[S:9][CH2:10][C:11](=[O:13])[N:12]=1)([CH3:4])([CH3:3])[CH3:2].N1C(C)=CC=CC=1C.[F:23][C:24]([F:37])([F:36])[S:25](O[S:25]([C:24]([F:37])([F:36])[F:23])(=[O:27])=[O:26])(=[O:27])=[O:26]. Product: [C:1]([O:5][C:6]([NH:7][C:8]1[S:9][CH:10]=[C:11]([O:13][S:25]([C:24]([F:37])([F:36])[F:23])(=[O:27])=[O:26])[N:12]=1)=[O:14])([CH3:4])([CH3:2])[CH3:3]. The catalyst class is: 2. (4) Reactant: [F:1][C:2]([F:21])([F:20])[O:3][C:4]1[CH:9]=[CH:8][C:7]([S:10]([N:13]2[CH2:18][CH2:17][C:16](=O)[CH2:15][CH2:14]2)(=[O:12])=[O:11])=[CH:6][CH:5]=1.Cl.Cl.[N:24]1[CH:29]=[CH:28][CH:27]=[CH:26][C:25]=1[CH2:30][O:31][NH2:32].C([O-])(=O)C.[Na+]. Product: [N:24]1[CH:29]=[CH:28][CH:27]=[CH:26][C:25]=1[CH2:30][O:31][N:32]=[C:16]1[CH2:15][CH2:14][N:13]([S:10]([C:7]2[CH:8]=[CH:9][C:4]([O:3][C:2]([F:21])([F:1])[F:20])=[CH:5][CH:6]=2)(=[O:11])=[O:12])[CH2:18][CH2:17]1. The catalyst class is: 8.